Dataset: Orexin1 receptor HTS with 218,158 compounds and 233 confirmed actives. Task: Binary Classification. Given a drug SMILES string, predict its activity (active/inactive) in a high-throughput screening assay against a specified biological target. (1) The molecule is O(CC(=O)N(C(C)(C)C)Cc1ccccc1)C(=O)Cn1c(=O)c2c(nc1)cccc2. The result is 0 (inactive). (2) The drug is S1C(NC2CC2)=NN=C(c2c(n(c(c2)C)c2cc(c(cc2)C)C)C)C1. The result is 0 (inactive). (3) The compound is O1CC(NC(=O)C(CC=CCC(C1=O)CC(OC(C)(C)C)=O)CC(=O)NC(Cc1ccccc1)CO)C(C)(C)C. The result is 1 (active). (4) The compound is S(c1ncnc2n(ncc12)Cc1ccccc1)CC(=O)Nc1ccc(OC)cc1. The result is 0 (inactive). (5) The compound is s1c(C(=O)c2ccc(OC)cc2)c(nc1Nc1ccc(OC)cc1)N. The result is 0 (inactive). (6) The compound is Clc1c(C(=O)NCC2CCCN(C2)C(=O)c2ccc(cc2)C(OC)=O)cccc1. The result is 0 (inactive). (7) The drug is s1c(nc(c2c(O)cccc2)c1)/C(=C1\CCCC1)C#N. The result is 1 (active).